Dataset: Full USPTO retrosynthesis dataset with 1.9M reactions from patents (1976-2016). Task: Predict the reactants needed to synthesize the given product. (1) Given the product [CH2:11]([C:15]1[CH:16]=[C:17]([CH:21]=[CH:22][CH:23]=1)[C:18]([NH:2][C@H:3]1[CH2:9][CH2:8][CH2:7][CH2:6][NH:5][C:4]1=[O:10])=[O:19])[CH2:12][CH2:13][CH3:14], predict the reactants needed to synthesize it. The reactants are: Cl.[NH2:2][C@H:3]1[CH2:9][CH2:8][CH2:7][CH2:6][NH:5][C:4]1=[O:10].[CH2:11]([C:15]1[CH:16]=[C:17]([CH:21]=[CH:22][CH:23]=1)[C:18](Cl)=[O:19])[CH2:12][CH2:13][CH3:14].C(N(CC)CC)C. (2) The reactants are: [CH2:1]([C@@:5]1([CH2:29][CH3:30])[NH:11][C@H:10]([C:12]2[CH:17]=[CH:16][CH:15]=[CH:14][CH:13]=2)[C:9]2[CH:18]=[C:19]([O:25][CH3:26])[C:20]([C:22]([OH:24])=O)=[CH:21][C:8]=2[S:7](=[O:28])(=[O:27])[CH2:6]1)[CH2:2][CH2:3][CH3:4].Cl.[CH3:32][NH:33][O:34][CH3:35].CCN(C(C)C)C(C)C.CN(C(ON1N=NC2C=CC=NC1=2)=[N+](C)C)C.F[P-](F)(F)(F)(F)F. Given the product [CH2:1]([C@@:5]1([CH2:29][CH3:30])[NH:11][C@H:10]([C:12]2[CH:17]=[CH:16][CH:15]=[CH:14][CH:13]=2)[C:9]2[CH:18]=[C:19]([O:25][CH3:26])[C:20]([C:22]([N:33]([CH3:32])[O:34][CH3:35])=[O:24])=[CH:21][C:8]=2[S:7](=[O:28])(=[O:27])[CH2:6]1)[CH2:2][CH2:3][CH3:4], predict the reactants needed to synthesize it. (3) The reactants are: Br[C:2]1[CH:7]=[CH:6][C:5]([S:8]([N:11]([CH2:22][CH:23]([CH3:25])[CH3:24])[C:12]2[CH:17]=[CH:16][CH:15]=[CH:14][C:13]=2[C:18]([F:21])([F:20])[F:19])(=[O:10])=[O:9])=[CH:4][CH:3]=1.[CH3:26][S:27]([C:30]1[CH:35]=[CH:34][C:33](B(O)O)=[CH:32][CH:31]=1)(=[O:29])=[O:28].C([O-])([O-])=O.[Na+].[Na+]. Given the product [CH2:22]([N:11]([C:12]1[CH:17]=[CH:16][CH:15]=[CH:14][C:13]=1[C:18]([F:21])([F:20])[F:19])[S:8]([C:5]1[CH:6]=[CH:7][C:2]([C:33]2[CH:34]=[CH:35][C:30]([S:27]([CH3:26])(=[O:29])=[O:28])=[CH:31][CH:32]=2)=[CH:3][CH:4]=1)(=[O:10])=[O:9])[CH:23]([CH3:25])[CH3:24], predict the reactants needed to synthesize it. (4) Given the product [NH:20]([C:2]1[N:7]=[CH:6][C:5]([S:8]([N:11]([CH3:18])[C:12]2[CH:17]=[CH:16][CH:15]=[CH:14][N:13]=2)(=[O:10])=[O:9])=[CH:4][CH:3]=1)[NH2:21], predict the reactants needed to synthesize it. The reactants are: Cl[C:2]1[N:7]=[CH:6][C:5]([S:8]([N:11]([CH3:18])[C:12]2[CH:17]=[CH:16][CH:15]=[CH:14][N:13]=2)(=[O:10])=[O:9])=[CH:4][CH:3]=1.O.[NH2:20][NH2:21].